Dataset: Full USPTO retrosynthesis dataset with 1.9M reactions from patents (1976-2016). Task: Predict the reactants needed to synthesize the given product. (1) Given the product [CH3:1][O:2][C:3]([C:5]1[CH:6]=[C:7]([F:24])[CH:8]=[C:9]2[C:14]=1[NH:13][CH:12]([C:15]1[CH:20]=[CH:19][CH:18]=[C:17]([N:41]3[CH2:42][CH2:43][N:38]([C:33]4[CH:34]=[CH:35][CH:36]=[CH:37][C:32]=4[CH3:44])[CH2:39][CH2:40]3)[CH:16]=1)[C:11]([CH3:23])([CH3:22])[CH2:10]2)=[O:4], predict the reactants needed to synthesize it. The reactants are: [CH3:1][O:2][C:3]([C:5]1[CH:6]=[C:7]([F:24])[CH:8]=[C:9]2[C:14]=1[NH:13][CH:12]([C:15]1[CH:20]=[CH:19][CH:18]=[C:17](Br)[CH:16]=1)[C:11]([CH3:23])([CH3:22])[CH2:10]2)=[O:4].C(=O)([O-])[O-].[Cs+].[Cs+].Cl.[C:32]1([CH3:44])[CH:37]=[CH:36][CH:35]=[CH:34][C:33]=1[N:38]1[CH2:43][CH2:42][NH:41][CH2:40][CH2:39]1. (2) Given the product [CH3:10][O:9][C:8]1[CH:7]=[CH:6][C:5]([O:11][CH2:21][O:22][CH3:23])=[CH:4][C:3]=1[O:2][CH3:1], predict the reactants needed to synthesize it. The reactants are: [CH3:1][O:2][C:3]1[CH:4]=[C:5]([OH:11])[CH:6]=[CH:7][C:8]=1[O:9][CH3:10].CCN(C(C)C)C(C)C.[CH3:21][O:22][CH2:23]Cl. (3) Given the product [C:10]([O:9][C:8]([NH:7][CH2:6][C:5]1[CH:15]=[CH:16][C:2]([C:25]2[CH:40]=[CH:39][CH:38]=[C:27]([C:28]([OH:30])=[O:29])[CH:26]=2)=[CH:3][CH:4]=1)=[O:14])([CH3:13])([CH3:12])[CH3:11], predict the reactants needed to synthesize it. The reactants are: Br[C:2]1[CH:16]=[CH:15][C:5]([CH2:6][NH:7][C:8](=[O:14])[O:9][C:10]([CH3:13])([CH3:12])[CH3:11])=[CH:4][CH:3]=1.CC1(C)C(C)(C)OB([C:25]2[CH:26]=[C:27]([CH:38]=[CH:39][CH:40]=2)[C:28]([O:30]CC2C=CC=CC=2)=[O:29])O1.C(=O)([O-])[O-].[Na+].[Na+].O. (4) The reactants are: [C:1](O)([CH3:4])([CH3:3])[CH3:2].S(=O)(=O)(O)O.[CH:11]([O:14][C:15]([N:17]1[C:26]2[C:21](=[CH:22][C:23]([C:27]([F:30])([F:29])[F:28])=[CH:24][CH:25]=2)[C@@H:20]([N:31]([CH2:37][C:38]2[CH:43]=[C:42]([C:44]([F:47])([F:46])[F:45])[CH:41]=[C:40]([C:48]([F:51])([F:50])[F:49])[CH:39]=2)[C:32]2[NH:36][N:35]=[N:34][N:33]=2)[CH2:19][C@H:18]1[CH2:52][CH3:53])=[O:16])([CH3:13])[CH3:12].FC(F)(F)C(O)=O. Given the product [CH:11]([O:14][C:15]([N:17]1[C:26]2[C:21](=[CH:22][C:23]([C:27]([F:30])([F:29])[F:28])=[CH:24][CH:25]=2)[C@@H:20]([N:31]([CH2:37][C:38]2[CH:43]=[C:42]([C:44]([F:45])([F:46])[F:47])[CH:41]=[C:40]([C:48]([F:49])([F:50])[F:51])[CH:39]=2)[C:32]2[N:33]=[N:34][N:35]([C:1]([CH3:4])([CH3:3])[CH3:2])[N:36]=2)[CH2:19][C@H:18]1[CH2:52][CH3:53])=[O:16])([CH3:13])[CH3:12], predict the reactants needed to synthesize it. (5) Given the product [O:24]1[C:23]2[CH:27]=[CH:28][C:20]([O:19][C:13]3[CH:12]=[C:11]4[C:16]([C:17]([OH:18])=[C:8]([C:6]([NH:31][CH2:32][C:33]([OH:35])=[O:34])=[O:7])[N:9]=[C:10]4[C:29]#[N:30])=[CH:15][CH:14]=3)=[CH:21][C:22]=2[O:26][CH2:25]1, predict the reactants needed to synthesize it. The reactants are: C(O[C:6]([C:8]1[N:9]=[C:10]([C:29]#[N:30])[C:11]2[C:16]([C:17]=1[OH:18])=[CH:15][CH:14]=[C:13]([O:19][C:20]1[CH:28]=[CH:27][C:23]3[O:24][CH2:25][O:26][C:22]=3[CH:21]=1)[CH:12]=2)=[O:7])CCC.[NH2:31][CH2:32][C:33]([OH:35])=[O:34]. (6) Given the product [CH3:11][O:10][C:3]1[CH:4]=[C:5]([CH:8]=[CH:9][C:2]=1[O:1][C:19]1[CH:24]=[CH:23][C:22]([C:25]([F:28])([F:26])[F:27])=[CH:21][C:20]=1[N+:29]([O-:31])=[O:30])[CH:6]=[O:7], predict the reactants needed to synthesize it. The reactants are: [OH:1][C:2]1[CH:9]=[CH:8][C:5]([CH:6]=[O:7])=[CH:4][C:3]=1[O:10][CH3:11].C(=O)([O-])[O-].[Li+].[Li+].F[C:19]1[CH:24]=[CH:23][C:22]([C:25]([F:28])([F:27])[F:26])=[CH:21][C:20]=1[N+:29]([O-:31])=[O:30].O. (7) Given the product [C:31]([O:30][C:28]([N:25]1[CH2:26][CH2:27][CH:22]([CH2:21][CH2:20][C:16]2[CH:15]=[C:14]([CH:19]=[CH:18][CH:17]=2)[C:12]([OH:13])=[O:11])[CH2:23][CH2:24]1)=[O:29])([CH3:34])([CH3:32])[CH3:33], predict the reactants needed to synthesize it. The reactants are: [OH-].[Na+].C1COCC1.CO.C[O:11][C:12]([C:14]1[CH:15]=[C:16]([CH2:20][CH2:21][CH:22]2[CH2:27][CH2:26][N:25]([C:28]([O:30][C:31]([CH3:34])([CH3:33])[CH3:32])=[O:29])[CH2:24][CH2:23]2)[CH:17]=[CH:18][CH:19]=1)=[O:13]. (8) Given the product [CH3:22][S:19]([C:17]1[CH:16]=[CH:15][C:14]([O:23][C@@H:24]([CH3:29])[C:25]([F:28])([F:27])[F:26])=[C:13]([C:11]([N:9]2[CH2:10][C:5]3[C:6](=[N:7][C:2]([C:35]4[CH:40]=[CH:39][CH:38]=[C:37]([C:41]([F:44])([F:43])[F:42])[CH:36]=4)=[CH:3][CH:4]=3)[CH2:8]2)=[O:12])[CH:18]=1)(=[O:21])=[O:20], predict the reactants needed to synthesize it. The reactants are: Cl[C:2]1[N:7]=[C:6]2[CH2:8][N:9]([C:11]([C:13]3[CH:18]=[C:17]([S:19]([CH3:22])(=[O:21])=[O:20])[CH:16]=[CH:15][C:14]=3[O:23][C@@H:24]([CH3:29])[C:25]([F:28])([F:27])[F:26])=[O:12])[CH2:10][C:5]2=[CH:4][CH:3]=1.C([Sn](CCCC)(CCCC)[C:35]1[CH:40]=[CH:39][CH:38]=[C:37]([C:41]([F:44])([F:43])[F:42])[CH:36]=1)CCC. (9) The reactants are: Cl[C:2]1[C:11]2[C:6](=[CH:7][CH:8]=[C:9](OC(F)(F)F)[CH:10]=2)[N:5]=[C:4]([N:17]2[CH2:23][C:22]3[CH:24]=[CH:25][CH:26]=[CH:27][C:21]=3[S:20](=[O:29])(=[O:28])[CH2:19][CH2:18]2)[CH:3]=1.[NH2:30][CH2:31][CH2:32][C:33]#[N:34].[C:35]1(P(C2C=CC=CC=2)C2C=CC3C(=CC=CC=3)C=2C2C3C(=CC=CC=3)C=CC=2P(C2C=CC=CC=2)C2C=CC=CC=2)C=CC=CC=1.CC(C)([O-])C.[Na+]. Given the product [O:28]=[S:20]1(=[O:29])[C:21]2[CH:27]=[CH:26][CH:25]=[CH:24][C:22]=2[CH2:23][N:17]([C:4]2[CH:3]=[C:2]([NH:34][CH2:33][CH2:32][C:31]#[N:30])[C:11]3[C:6](=[CH:7][CH:8]=[C:9]([CH3:35])[CH:10]=3)[N:5]=2)[CH2:18][CH2:19]1, predict the reactants needed to synthesize it.